From a dataset of Reaction yield outcomes from USPTO patents with 853,638 reactions. Predict the reaction yield, written as a fraction of the theoretical maximum amount of product (1.0 means a 100% yield; for example, 0.34 means a 34% yield). (1) The reactants are [NH:1]1[C:9]2[C:4](=[CH:5][C:6]([NH:10][C:11]3[CH:16]=[CH:15][N:14]=[C:13]([C:17]4[CH:18]=[C:19]([CH:23]=[CH:24][CH:25]=4)[C:20](O)=[O:21])[N:12]=3)=[CH:7][CH:8]=2)[CH:3]=[N:2]1.[C:26]([O:30][C:31]([N:33]1[CH2:38][CH2:37][CH:36]([NH2:39])[CH2:35][CH2:34]1)=[O:32])([CH3:29])([CH3:28])[CH3:27].CN(C(ON1N=NC2C=CC=NC1=2)=[N+](C)C)C.F[P-](F)(F)(F)(F)F.CCN(CC)CC. The catalyst is CN(C=O)C.O. The product is [NH:1]1[C:9]2[C:4](=[CH:5][C:6]([NH:10][C:11]3[CH:16]=[CH:15][N:14]=[C:13]([C:17]4[CH:18]=[C:19]([CH:23]=[CH:24][CH:25]=4)[C:20]([NH:39][CH:36]4[CH2:37][CH2:38][N:33]([C:31]([O:30][C:26]([CH3:29])([CH3:27])[CH3:28])=[O:32])[CH2:34][CH2:35]4)=[O:21])[N:12]=3)=[CH:7][CH:8]=2)[CH:3]=[N:2]1. The yield is 0.300. (2) The yield is 0.900. The product is [OH2:4].[ClH:5].[ClH:6].[ClH:1].[Cl:6][C:7]1[CH:8]=[CH:9][C:10]([C:13]2[N:14]([CH2:37][C:2]#[CH:3])[N:15]=[C:16]([N:24]3[CH2:25][CH2:26][NH:27][CH2:28][CH2:29]3)[C:17]=2[C:18]2[CH:23]=[CH:22][N:21]=[CH:20][CH:19]=2)=[CH:11][CH:12]=1. The reactants are [ClH:1].[C:2]([Cl:5])(=[O:4])[CH3:3].[Cl:6][C:7]1[CH:12]=[CH:11][C:10]([C:13]2[C:17]([C:18]3[CH:23]=[CH:22][N:21]=[CH:20][CH:19]=3)=[C:16]([N:24]3[CH2:29][CH2:28][N:27](C(OC(C)(C)C)=O)[CH2:26][CH2:25]3)[NH:15][N:14]=2)=[CH:9][CH:8]=1.[CH3:37]O. No catalyst specified. (3) The reactants are [CH3:1][C:2]([C:7]1[NH:8][C:9]2[C:14]([CH:15]=1)=[CH:13][C:12]([N+:16]([O-:18])=[O:17])=[CH:11][CH:10]=2)([CH3:6])[C:3]([NH2:5])=O.Cl. The catalyst is C1COCC1. The product is [CH3:6][C:2]([C:7]1[NH:8][C:9]2[C:14]([CH:15]=1)=[CH:13][C:12]([N+:16]([O-:18])=[O:17])=[CH:11][CH:10]=2)([CH3:1])[CH2:3][NH2:5]. The yield is 0.430.